Dataset: NCI-60 drug combinations with 297,098 pairs across 59 cell lines. Task: Regression. Given two drug SMILES strings and cell line genomic features, predict the synergy score measuring deviation from expected non-interaction effect. (1) Drug 1: CC1CCC2CC(C(=CC=CC=CC(CC(C(=O)C(C(C(=CC(C(=O)CC(OC(=O)C3CCCCN3C(=O)C(=O)C1(O2)O)C(C)CC4CCC(C(C4)OC)OCCO)C)C)O)OC)C)C)C)OC. Drug 2: CC1C(C(CC(O1)OC2CC(CC3=C2C(=C4C(=C3O)C(=O)C5=C(C4=O)C(=CC=C5)OC)O)(C(=O)CO)O)N)O.Cl. Cell line: ACHN. Synergy scores: CSS=35.1, Synergy_ZIP=-7.42, Synergy_Bliss=-3.23, Synergy_Loewe=-1.28, Synergy_HSA=1.11. (2) Drug 1: CN1CCC(CC1)COC2=C(C=C3C(=C2)N=CN=C3NC4=C(C=C(C=C4)Br)F)OC. Drug 2: CN(CCCl)CCCl.Cl. Cell line: NCI-H322M. Synergy scores: CSS=22.8, Synergy_ZIP=1.70, Synergy_Bliss=2.25, Synergy_Loewe=-17.3, Synergy_HSA=-0.451. (3) Drug 1: CC1C(C(CC(O1)OC2CC(CC3=C2C(=C4C(=C3O)C(=O)C5=C(C4=O)C(=CC=C5)OC)O)(C(=O)C)O)N)O.Cl. Drug 2: CC1=C(C=C(C=C1)C(=O)NC2=CC(=CC(=C2)C(F)(F)F)N3C=C(N=C3)C)NC4=NC=CC(=N4)C5=CN=CC=C5. Cell line: IGROV1. Synergy scores: CSS=32.8, Synergy_ZIP=-4.81, Synergy_Bliss=4.00, Synergy_Loewe=-16.9, Synergy_HSA=3.28. (4) Drug 1: CCC1(CC2CC(C3=C(CCN(C2)C1)C4=CC=CC=C4N3)(C5=C(C=C6C(=C5)C78CCN9C7C(C=CC9)(C(C(C8N6C=O)(C(=O)OC)O)OC(=O)C)CC)OC)C(=O)OC)O.OS(=O)(=O)O. Drug 2: CS(=O)(=O)OCCCCOS(=O)(=O)C. Cell line: CAKI-1. Synergy scores: CSS=2.19, Synergy_ZIP=15.7, Synergy_Bliss=12.7, Synergy_Loewe=4.20, Synergy_HSA=-4.48. (5) Drug 1: CC1CCC2CC(C(=CC=CC=CC(CC(C(=O)C(C(C(=CC(C(=O)CC(OC(=O)C3CCCCN3C(=O)C(=O)C1(O2)O)C(C)CC4CCC(C(C4)OC)OCCO)C)C)O)OC)C)C)C)OC. Drug 2: C1=CC=C(C(=C1)C(C2=CC=C(C=C2)Cl)C(Cl)Cl)Cl. Cell line: NCI-H522. Synergy scores: CSS=2.36, Synergy_ZIP=0.130, Synergy_Bliss=1.73, Synergy_Loewe=2.21, Synergy_HSA=1.42. (6) Drug 1: C1CCN(CC1)CCOC2=CC=C(C=C2)C(=O)C3=C(SC4=C3C=CC(=C4)O)C5=CC=C(C=C5)O. Drug 2: C1CC(=O)NC(=O)C1N2CC3=C(C2=O)C=CC=C3N. Cell line: NCI-H460. Synergy scores: CSS=-3.68, Synergy_ZIP=-1.01, Synergy_Bliss=-3.75, Synergy_Loewe=-2.45, Synergy_HSA=-3.81.